Dataset: NCI-60 drug combinations with 297,098 pairs across 59 cell lines. Task: Regression. Given two drug SMILES strings and cell line genomic features, predict the synergy score measuring deviation from expected non-interaction effect. Synergy scores: CSS=1.69, Synergy_ZIP=-1.96, Synergy_Bliss=0.291, Synergy_Loewe=-5.63, Synergy_HSA=-0.530. Drug 2: CC1=C(C=C(C=C1)C(=O)NC2=CC(=CC(=C2)C(F)(F)F)N3C=C(N=C3)C)NC4=NC=CC(=N4)C5=CN=CC=C5. Drug 1: C1C(C(OC1N2C=NC3=C(N=C(N=C32)Cl)N)CO)O. Cell line: UACC-257.